Dataset: Full USPTO retrosynthesis dataset with 1.9M reactions from patents (1976-2016). Task: Predict the reactants needed to synthesize the given product. (1) Given the product [CH2:25]([N:8]([CH2:1][C:2]1[CH:7]=[CH:6][CH:5]=[CH:4][CH:3]=1)[S:9]([C:12]1[CH:21]=[C:20]2[C:15]([CH:16]=[CH:17][C:18]([NH:51][C:54](=[O:39])[O:60][C:57]([CH3:59])([CH3:58])[CH3:56])=[CH:19]2)=[CH:14][CH:13]=1)(=[O:11])=[O:10])[C:26]1[CH:31]=[CH:30][CH:29]=[CH:28][CH:27]=1, predict the reactants needed to synthesize it. The reactants are: [CH2:1]([N:8]([CH2:25][C:26]1[CH:31]=[CH:30][CH:29]=[CH:28][CH:27]=1)[S:9]([C:12]1[CH:21]=[C:20]2[C:15]([CH:16]=[CH:17][C:18](C(O)=O)=[CH:19]2)=[CH:14][CH:13]=1)(=[O:11])=[O:10])[C:2]1[CH:7]=[CH:6][CH:5]=[CH:4][CH:3]=1.C1C=CC(P(N=[N+]=[N-])(C2C=CC=CC=2)=[O:39])=CC=1.CC[N:51]([CH2:54]C)CC.[CH3:56][C:57]([OH:60])([CH3:59])[CH3:58]. (2) The reactants are: Br[C:2]1[CH:7]=[CH:6][C:5]([C:8]2[CH:13]=[CH:12][CH:11]=[CH:10][C:9]=2[NH:14][S:15]([CH:18]([CH3:20])[CH3:19])(=[O:17])=[O:16])=[CH:4][CH:3]=1.[B:21]1([B:21]2[O:25][C:24]([CH3:27])([CH3:26])[C:23]([CH3:29])([CH3:28])[O:22]2)[O:25][C:24]([CH3:27])([CH3:26])[C:23]([CH3:29])([CH3:28])[O:22]1.C(Cl)Cl.C([O-])(=O)C.[K+]. Given the product [CH3:19][CH:18]([S:15]([NH:14][C:9]1[CH:10]=[CH:11][CH:12]=[CH:13][C:8]=1[C:5]1[CH:6]=[CH:7][C:2]([B:21]2[O:25][C:24]([CH3:27])([CH3:26])[C:23]([CH3:29])([CH3:28])[O:22]2)=[CH:3][CH:4]=1)(=[O:17])=[O:16])[CH3:20], predict the reactants needed to synthesize it. (3) Given the product [Cl:3][C:4]1[C:5]([NH:10][CH2:11][C:12]([OH:14])=[O:13])=[N:6][CH:7]=[CH:8][N:9]=1, predict the reactants needed to synthesize it. The reactants are: [OH-].[Na+].[Cl:3][C:4]1[C:5]([NH:10][CH2:11][C:12]([O:14]CC)=[O:13])=[N:6][CH:7]=[CH:8][N:9]=1.Cl. (4) Given the product [Cl:24][C:22]1[CH:23]=[C:18]([NH:6][C:5]2[C:4]([F:3])=[CH:10][CH:9]=[CH:8][C:7]=2[F:11])[C:19]2[N:20]([CH:25]=[CH:26][N:27]=2)[N:21]=1, predict the reactants needed to synthesize it. The reactants are: [H-].[Na+].[F:3][C:4]1[CH:10]=[CH:9][CH:8]=[C:7]([F:11])[C:5]=1[NH2:6].C1COCC1.Br[C:18]1[C:19]2[N:20]([CH:25]=[CH:26][N:27]=2)[N:21]=[C:22]([Cl:24])[CH:23]=1. (5) The reactants are: [Cl:1][C:2]1[CH:3]=[C:4]([C@@H:10]([CH2:14][CH:15]2[CH2:18][C:17](=[O:19])[CH2:16]2)[C:11]([OH:13])=[O:12])[CH:5]=[CH:6][C:7]=1SC.[S:20]([O-:25])(O[O-])(=O)=[O:21].[K+].[K+].[Mn]([O-])(=O)(=O)=O.[K+].[CH3:34]C(C)=O. Given the product [Cl:1][C:2]1[CH:3]=[C:4]([C@@H:10]([CH2:14][CH:15]2[CH2:16][C:17](=[O:19])[CH2:18]2)[C:11]([OH:13])=[O:12])[CH:5]=[CH:6][C:7]=1[S:20]([CH3:34])(=[O:25])=[O:21], predict the reactants needed to synthesize it. (6) Given the product [Cl:1][C:2]1[C:3]([OH:12])=[C:4]([CH:7]=[CH:8][C:9]=1[O:10][CH3:11])[C:5]([OH:14])=[O:6], predict the reactants needed to synthesize it. The reactants are: [Cl:1][C:2]1[C:3]([OH:12])=[C:4]([CH:7]=[CH:8][C:9]=1[O:10][CH3:11])[CH:5]=[O:6].P([O-])(O)(O)=[O:14].[Na+].Cl([O-])=O.[Na+].C(=O)([O-])[O-].[Na+].[Na+]. (7) Given the product [N:40]1([CH2:35]/[CH:34]=[CH:33]\[C:4]2[CH:3]=[C:2]([F:1])[CH:7]=[CH:6][C:5]=2[S:8]([NH:11][C:16]2[C:25]([C:26]([O:28][CH3:29])=[O:27])=[C:24]3[C:19]([C:20]4[CH:32]=[CH:31][O:30][C:21]=4[CH2:22][O:23]3)=[CH:18][CH:17]=2)(=[O:9])=[O:10])[CH2:41][CH2:45][CH2:43]1, predict the reactants needed to synthesize it. The reactants are: [F:1][C:2]1[CH:7]=[CH:6][C:5]([S:8]([N:11]([C:16]2[C:25]([C:26]([O:28][CH3:29])=[O:27])=[C:24]3[C:19]([C:20]4[CH:32]=[CH:31][O:30][C:21]=4[CH2:22][O:23]3)=[CH:18][CH:17]=2)C(OC)=O)(=[O:10])=[O:9])=[C:4](/[CH:33]=[CH:34]\[CH2:35]O)[CH:3]=1.C([N:40]([CH:43]([CH3:45])C)[CH2:41]C)(C)C.CS(Cl)(=O)=O.N1CCC1. (8) Given the product [OH:3][CH:1]([C:4]1[CH:5]=[C:6]([CH:38]=[CH:39][CH:40]=1)[CH2:7][C:8]1[C:9](=[O:37])[N:10]([CH2:18][C:19]2[CH:24]=[CH:23][C:22]([C:25]3[CH:30]=[CH:29][CH:28]=[CH:27][C:26]=3[C:31]3[NH:35][C:34](=[O:36])[O:33][N:32]=3)=[CH:21][CH:20]=2)[C:11]([CH2:15][CH2:16][CH3:17])=[N:12][C:13]=1[CH3:14])[CH3:2], predict the reactants needed to synthesize it. The reactants are: [C:1]([C:4]1[CH:5]=[C:6]([CH:38]=[CH:39][CH:40]=1)[CH2:7][C:8]1[C:9](=[O:37])[N:10]([CH2:18][C:19]2[CH:24]=[CH:23][C:22]([C:25]3[CH:30]=[CH:29][CH:28]=[CH:27][C:26]=3[C:31]3[NH:35][C:34](=[O:36])[O:33][N:32]=3)=[CH:21][CH:20]=2)[C:11]([CH2:15][CH2:16][CH3:17])=[N:12][C:13]=1[CH3:14])(=[O:3])[CH3:2].[BH4-].[Na+]. (9) Given the product [CH2:9]([O:8][C:6]1[N:5]=[CH:4][N:3]=[C:2]([NH:20][CH2:13][C:14]2[CH:19]=[CH:18][CH:17]=[CH:16][CH:15]=2)[CH:7]=1)[C:10]#[C:11][CH3:12], predict the reactants needed to synthesize it. The reactants are: Cl[C:2]1[CH:7]=[C:6]([O:8][CH2:9][C:10]#[C:11][CH3:12])[N:5]=[CH:4][N:3]=1.[CH2:13]([NH2:20])[C:14]1[CH:19]=[CH:18][CH:17]=[CH:16][CH:15]=1.